This data is from Full USPTO retrosynthesis dataset with 1.9M reactions from patents (1976-2016). The task is: Predict the reactants needed to synthesize the given product. (1) Given the product [C:34]([O:38][C:39]([N:41]1[C:45]([C:27]2[C:28]([NH2:32])=[N:29][CH:30]=[N:31][C:26]=2[N:23]2[CH2:24][CH2:25][CH:20]([C:8]3[N:7]([CH2:6][CH2:5][N:1]4[CH2:4][CH2:3][CH2:2]4)[CH:11]=[C:10]([C:12]4[CH:17]=[CH:16][C:15]([F:18])=[C:14]([CH3:19])[CH:13]=4)[N:9]=3)[CH2:21][CH2:22]2)=[CH:44][CH:43]=[N:42]1)=[O:40])([CH3:37])([CH3:35])[CH3:36], predict the reactants needed to synthesize it. The reactants are: [N:1]1([CH2:5][CH2:6][N:7]2[CH:11]=[C:10]([C:12]3[CH:17]=[CH:16][C:15]([F:18])=[C:14]([CH3:19])[CH:13]=3)[N:9]=[C:8]2[CH:20]2[CH2:25][CH2:24][N:23]([C:26]3[N:31]=[CH:30][N:29]=[C:28]([NH2:32])[C:27]=3Br)[CH2:22][CH2:21]2)[CH2:4][CH2:3][CH2:2]1.[C:34]([O:38][C:39]([N:41]1[C:45](B2OC(C)(C)C(C)(C)O2)=[CH:44][CH:43]=[N:42]1)=[O:40])([CH3:37])([CH3:36])[CH3:35].C([O-])([O-])=O.[Cs+].[Cs+]. (2) Given the product [CH:18]1([C@H:7]2[C@H:6]([CH3:21])[C@@H:5]([OH:4])[C:14]3[C:9](=[CH:10][CH:11]=[CH:12][CH:13]=3)[N:8]2[C:15](=[O:17])[CH3:16])[CH2:19][CH2:20]1, predict the reactants needed to synthesize it. The reactants are: C([O:4][CH:5]1[C:14]2[C:9](=[CH:10][CH:11]=[CH:12][CH:13]=2)[N:8]([C:15](=[O:17])[CH3:16])[CH:7]([CH:18]2[CH2:20][CH2:19]2)[CH:6]1[CH3:21])(=O)C.[OH-].[K+]. (3) Given the product [CH3:1][O:2][C:3]1[CH:29]=[CH:28][C:6]([C:7]([C:9]2[S:13][C:12]([C:14]3[CH:19]=[CH:18][C:17]([O:20][CH3:21])=[CH:16][CH:15]=3)=[C:11]([CH2:22][C:23]([OH:25])=[O:24])[CH:10]=2)=[O:8])=[CH:5][CH:4]=1, predict the reactants needed to synthesize it. The reactants are: [CH3:1][O:2][C:3]1[CH:29]=[CH:28][C:6]([C:7]([C:9]2[S:13][C:12]([C:14]3[CH:19]=[CH:18][C:17]([O:20][CH3:21])=[CH:16][CH:15]=3)=[C:11]([CH2:22][C:23]([O:25]CC)=[O:24])[CH:10]=2)=[O:8])=[CH:5][CH:4]=1.[OH-].[Na+]. (4) Given the product [CH2:6]([O:8][C:9]1[C:14]([O:15][CH2:16][O:17][CH3:18])=[C:13]([I:31])[CH:12]=[C:11]([CH2:19][O:20][Si:21]([CH:28]([CH3:29])[CH3:30])([CH:25]([CH3:27])[CH3:26])[CH:22]([CH3:23])[CH3:24])[N:10]=1)[CH3:7], predict the reactants needed to synthesize it. The reactants are: C([Li])CCC.[CH2:6]([O:8][C:9]1[C:14]([O:15][CH2:16][O:17][CH3:18])=[CH:13][CH:12]=[C:11]([CH2:19][O:20][Si:21]([CH:28]([CH3:30])[CH3:29])([CH:25]([CH3:27])[CH3:26])[CH:22]([CH3:24])[CH3:23])[N:10]=1)[CH3:7].[I:31]I.[Cl-].[NH4+].S([O-])([O-])(=O)=S.[Na+].[Na+]. (5) Given the product [CH2:1]([O:8][C:28]1[N:30]=[C:31]([Cl:32])[N:24]=[C:25]([Cl:26])[N:27]=1)[C:2]1[CH:7]=[CH:6][CH:5]=[CH:4][CH:3]=1, predict the reactants needed to synthesize it. The reactants are: [CH2:1]([OH:8])[C:2]1[CH:7]=[CH:6][CH:5]=[CH:4][CH:3]=1.O.N1C2C(=CC=C3C=2N=CC=C3)C=CC=1.[N:24]1[C:31]([Cl:32])=[N:30][C:28](Cl)=[N:27][C:25]=1[Cl:26]. (6) Given the product [CH3:16][S:17]([NH:15][CH:12]1[CH2:11][CH2:10][CH:9]([NH:8][C:1](=[O:2])[O:3][C:4]([CH3:7])([CH3:6])[CH3:5])[CH2:14][CH2:13]1)(=[O:19])=[O:18], predict the reactants needed to synthesize it. The reactants are: [C:1]([NH:8][C@H:9]1[CH2:14][CH2:13][C@H:12]([NH2:15])[CH2:11][CH2:10]1)([O:3][C:4]([CH3:7])([CH3:6])[CH3:5])=[O:2].[CH3:16][S:17](Cl)(=[O:19])=[O:18].